From a dataset of Full USPTO retrosynthesis dataset with 1.9M reactions from patents (1976-2016). Predict the reactants needed to synthesize the given product. (1) Given the product [CH3:41][C:38]([O:37][C:35]([N:32]1[CH2:31][CH2:30][N:29]([CH2:28][C:24]2[CH:23]=[C:22]([C:3]3[C:2]([F:1])=[CH:7][CH:6]=[C:5]([CH2:8][NH:9][C:10]([C:12]4[CH:13]=[C:14]([CH:15]=[CH:16][CH:17]=4)[C:18]([OH:20])=[O:19])=[O:11])[CH:4]=3)[CH:27]=[CH:26][CH:25]=2)[CH2:34][CH2:33]1)=[O:36])([CH3:39])[CH3:40], predict the reactants needed to synthesize it. The reactants are: [F:1][C:2]1[CH:7]=[CH:6][C:5]([CH2:8][NH:9][C:10]([C:12]2[CH:17]=[CH:16][CH:15]=[C:14]([C:18]([O:20]C)=[O:19])[CH:13]=2)=[O:11])=[CH:4][C:3]=1[C:22]1[CH:27]=[CH:26][CH:25]=[C:24]([CH2:28][N:29]2[CH2:34][CH2:33][N:32]([C:35]([O:37][C:38]([CH3:41])([CH3:40])[CH3:39])=[O:36])[CH2:31][CH2:30]2)[CH:23]=1.O[Li].O.Cl. (2) Given the product [C:1]([C:3]1[C:8](=[O:9])[N:7]([CH:10]2[CH2:14][CH2:13][CH2:12][CH2:11]2)[CH:6]=[C:5]([C:15]([OH:17])=[O:16])[CH:4]=1)#[N:2], predict the reactants needed to synthesize it. The reactants are: [C:1]([C:3]1[C:8](=[O:9])[N:7]([CH:10]2[CH2:14][CH2:13][CH2:12][CH2:11]2)[CH:6]=[C:5]([C:15]([O:17]C)=[O:16])[CH:4]=1)#[N:2].[OH-].[Na+].Cl. (3) Given the product [C:3]([N:10]1[CH2:15][CH2:14][O:13][C@H:12]([CH2:16][C:17]2[CH:22]=[C:21]([Br:23])[CH:20]=[CH:19][C:18]=2[O:24][CH:54]([F:56])[F:55])[CH2:11]1)([O:5][C:6]([CH3:8])([CH3:9])[CH3:7])=[O:4], predict the reactants needed to synthesize it. The reactants are: [OH-].[Na+].[C:3]([N:10]1[CH2:15][CH2:14][O:13][C@H:12]([CH2:16][C:17]2[CH:22]=[C:21]([Br:23])[CH:20]=[CH:19][C:18]=2[OH:24])[CH2:11]1)([O:5][C:6]([CH3:9])([CH3:8])[CH3:7])=[O:4].C(N1CCO[C@H](CC2C=CC=C(C=CC3C=NC=CC=3)C=2)C1)(OC(C)(C)C)=O.Cl[CH:54]([F:56])[F:55]. (4) Given the product [Cl:31][C:32]1[CH:40]=[CH:39][CH:38]=[C:37]([Cl:41])[C:33]=1[C:34]([NH:19][C@H:18]([C:20]([O:22][CH3:23])=[O:21])[CH2:17][C:15]1[S:16][C:12]([CH2:11][CH2:10][CH2:9][C:7]2[CH:6]=[CH:5][CH:4]=[C:3]([NH:2][CH3:1])[N:8]=2)=[CH:13][CH:14]=1)=[O:35], predict the reactants needed to synthesize it. The reactants are: [CH3:1][NH:2][C:3]1[N:8]=[C:7]([CH2:9][CH2:10][CH2:11][C:12]2[S:16][C:15]([CH2:17][C@@H:18]([C:20]([O:22][CH3:23])=[O:21])[NH2:19])=[CH:14][CH:13]=2)[CH:6]=[CH:5][CH:4]=1.CN1CCOCC1.[Cl:31][C:32]1[CH:40]=[CH:39][CH:38]=[C:37]([Cl:41])[C:33]=1[C:34](O)=[O:35].CN(C(ON1N=NC2C=CC=CC1=2)=[N+](C)C)C.[B-](F)(F)(F)F. (5) The reactants are: [NH2:1][C:2]1[C:3]([C:9]([NH:11][CH3:12])=[O:10])=[N:4][C:5](Br)=[CH:6][N:7]=1.[Cu][C:14]#[N:15].CN(C=O)C. Given the product [NH2:1][C:2]1[C:3]([C:9]([NH:11][CH3:12])=[O:10])=[N:4][C:5]([C:14]#[N:15])=[CH:6][N:7]=1, predict the reactants needed to synthesize it. (6) Given the product [CH2:3]([N:10]1[CH2:15][CH2:14][CH:13]([C:18]#[CH:19])[CH2:12][CH2:11]1)[C:4]1[CH:9]=[CH:8][CH:7]=[CH:6][CH:5]=1, predict the reactants needed to synthesize it. The reactants are: [H-].[Na+].[CH2:3]([N:10]1[CH2:15][CH2:14][C:13](=O)[CH2:12][CH2:11]1)[C:4]1[CH:9]=[CH:8][CH:7]=[CH:6][CH:5]=1.O1CC[CH2:19][CH2:18]1. (7) Given the product [CH2:1]([O:3][C:4]([C:6]1[CH2:10][CH2:9][CH2:8][C:7]=1[NH:15][CH:12]([CH3:14])[CH3:13])=[O:5])[CH3:2], predict the reactants needed to synthesize it. The reactants are: [CH2:1]([O:3][C:4]([CH:6]1[CH2:10][CH2:9][CH2:8][C:7]1=O)=[O:5])[CH3:2].[CH:12]([NH2:15])([CH3:14])[CH3:13].C([BH3-])#N.[Na+]. (8) The reactants are: C(NC(C)C)(C)C.[Li]CCCC.[F:13][C:14]1[CH:15]=[N:16][CH:17]=[CH:18][CH:19]=1.CON(C)[C:23]([CH:25]1[CH2:29][CH2:28][O:27][CH2:26]1)=[O:24]. Given the product [F:13][C:14]1[CH:15]=[N:16][CH:17]=[CH:18][C:19]=1[C:23]([CH:25]1[CH2:29][CH2:28][O:27][CH2:26]1)=[O:24], predict the reactants needed to synthesize it. (9) Given the product [Br:21][C:11]1[S:12][C:3]2[C:4](=[N:5][CH:6]=[C:7]([C:8]#[N:9])[C:2]=2[Cl:1])[CH:10]=1, predict the reactants needed to synthesize it. The reactants are: [Cl:1][C:2]1[C:7]([C:8]#[N:9])=[CH:6][N:5]=[C:4]2[CH:10]=[CH:11][S:12][C:3]=12.C(NC(C)C)(C)C.[Li].[Br:21]Br.